This data is from Forward reaction prediction with 1.9M reactions from USPTO patents (1976-2016). The task is: Predict the product of the given reaction. (1) Given the reactants [NH2:1][C:2]([NH:4][C:5]1[C:6]([C:24]([NH2:26])=[O:25])=[N:7][N:8]([C:10]2[CH:15]=[CH:14][C:13]([C:16]3[CH:21]=[CH:20][CH:19]=[CH:18][C:17]=3[OH:22])=[C:12]([F:23])[CH:11]=2)[CH:9]=1)=[O:3].CN(C=O)C.C([O-])([O-])=O.[K+].[K+].Br[CH2:39][C:40]([NH2:42])=[O:41], predict the reaction product. The product is: [NH2:1][C:2]([NH:4][C:5]1[C:6]([C:24]([NH2:26])=[O:25])=[N:7][N:8]([C:10]2[CH:15]=[CH:14][C:13]([C:16]3[CH:21]=[CH:20][CH:19]=[CH:18][C:17]=3[O:22][CH2:39][C:40]([NH2:42])=[O:41])=[C:12]([F:23])[CH:11]=2)[CH:9]=1)=[O:3]. (2) Given the reactants [CH2:1]([O:8][C:9]1[CH:10]=[CH:11][C:12]([O:28][CH:29]([CH3:31])[CH3:30])=[C:13]([C:15]2[NH:27][C:18]3=[N:19][C:20]([C:23](OC)=[O:24])=[CH:21][CH:22]=[C:17]3[N:16]=2)[CH:14]=1)[C:2]1[CH:7]=[CH:6][CH:5]=[CH:4][CH:3]=1.[H-].[Al+3].[Li+].[H-].[H-].[H-].O, predict the reaction product. The product is: [CH2:1]([O:8][C:9]1[CH:10]=[CH:11][C:12]([O:28][CH:29]([CH3:31])[CH3:30])=[C:13]([C:15]2[NH:27][C:18]3=[N:19][C:20]([CH2:23][OH:24])=[CH:21][CH:22]=[C:17]3[N:16]=2)[CH:14]=1)[C:2]1[CH:3]=[CH:4][CH:5]=[CH:6][CH:7]=1. (3) Given the reactants [CH2:1]([O:8][CH2:9][C:10]([CH3:31])([CH3:30])[CH:11]([NH:27][CH:28]=O)[CH2:12][C:13]1[CH:18]=[CH:17][C:16]([O:19][CH3:20])=[C:15]([O:21][CH2:22][CH2:23][CH2:24][O:25][CH3:26])[CH:14]=1)[C:2]1[CH:7]=[CH:6][CH:5]=[CH:4][CH:3]=1.O=P(Cl)(Cl)Cl, predict the reaction product. The product is: [CH2:1]([O:8][CH2:9][C:10]([CH:11]1[CH2:12][C:13]2[C:18](=[CH:17][C:16]([O:19][CH3:20])=[C:15]([O:21][CH2:22][CH2:23][CH2:24][O:25][CH3:26])[CH:14]=2)[CH:28]=[N:27]1)([CH3:30])[CH3:31])[C:2]1[CH:3]=[CH:4][CH:5]=[CH:6][CH:7]=1. (4) Given the reactants [N+:1]([C:4]1[CH:9]=[CH:8][CH:7]=[CH:6][C:5]=1[NH:10][C:11]1[CH:12]=[C:13]([C:17]([C:26]2[CH:31]=[CH:30][CH:29]=[C:28]([NH:32][C:33]3[CH:38]=[CH:37][CH:36]=[CH:35][C:34]=3[N+:39]([O-])=O)[CH:27]=2)([C:22]([F:25])([F:24])[F:23])[C:18]([F:21])([F:20])[F:19])[CH:14]=[CH:15][CH:16]=1)([O-])=O.[H][H], predict the reaction product. The product is: [NH2:39][C:34]1[CH:35]=[CH:36][CH:37]=[CH:38][C:33]=1[NH:32][C:28]1[CH:27]=[C:26]([C:17]([C:13]2[CH:14]=[CH:15][CH:16]=[C:11]([NH:10][C:5]3[CH:6]=[CH:7][CH:8]=[CH:9][C:4]=3[NH2:1])[CH:12]=2)([C:22]([F:23])([F:24])[F:25])[C:18]([F:20])([F:21])[F:19])[CH:31]=[CH:30][CH:29]=1. (5) Given the reactants [N:1]1([C:7]([NH:9][C@H:10]([C:15]([OH:17])=O)[CH2:11][CH:12]([CH3:14])[CH3:13])=[O:8])[CH2:6][CH2:5][O:4][CH2:3][CH2:2]1.C(Cl)CCl.C1C=CC2N(O)N=NC=2C=1.C(OC(=O)[NH:38][CH:39]([C:48]([C:50]1[O:54][C:53]([C:55]2[CH:60]=[CH:59][CH:58]=[CH:57][CH:56]=2)=[N:52][C:51]=1[C:61]1[CH:66]=[CH:65][CH:64]=[CH:63][CH:62]=1)=[O:49])[CH2:40][CH2:41][C:42]1[CH:47]=[CH:46][CH:45]=[CH:44][CH:43]=1)(C)(C)C.C(O)(C(F)(F)F)=O.CN1CCOCC1.N[C@H](C(O)=O)CC(C)C, predict the reaction product. The product is: [C:55]1([C:53]2[O:54][C:50]([C:48]([C@@H:39]([NH:38][C:15]([C@@H:10]([NH:9][C:7]([N:1]3[CH2:2][CH2:3][O:4][CH2:5][CH2:6]3)=[O:8])[CH2:11][CH:12]([CH3:13])[CH3:14])=[O:17])[CH2:40][CH2:41][C:42]3[CH:43]=[CH:44][CH:45]=[CH:46][CH:47]=3)=[O:49])=[C:51]([C:61]3[CH:66]=[CH:65][CH:64]=[CH:63][CH:62]=3)[N:52]=2)[CH:56]=[CH:57][CH:58]=[CH:59][CH:60]=1. (6) Given the reactants Br[C:2]1[CH:10]=[C:9]([C:11]([F:14])([F:13])[F:12])[CH:8]=[C:7]2[C:3]=1[CH:4]=[N:5][NH:6]2.[CH3:15][O:16][C:17]1[N:22]=[CH:21][C:20](B(O)O)=[C:19]([CH3:26])[CH:18]=1, predict the reaction product. The product is: [CH3:15][O:16][C:17]1[N:22]=[CH:21][C:20]([C:2]2[CH:10]=[C:9]([C:11]([F:14])([F:13])[F:12])[CH:8]=[C:7]3[C:3]=2[CH:4]=[N:5][NH:6]3)=[C:19]([CH3:26])[CH:18]=1. (7) Given the reactants [CH3:1][N:2]1[C:6]([C:7]2[CH:19]=[N:18][C:17]3[C:16]4[CH:15]=[CH:14][C:13]([C:20](O)([CH3:22])[CH3:21])=[CH:12][C:11]=4[N:10]([C@H:24]([C:31]4[CH:36]=[CH:35][CH:34]=[CH:33][CH:32]=4)[CH:25]4[CH2:30][CH2:29][O:28][CH2:27][CH2:26]4)[C:9]=3[CH:8]=2)=[C:5]([CH3:37])[N:4]=[N:3]1.C(N(S(F)(F)[F:44])CC)C.C([O-])(O)=O.[Na+], predict the reaction product. The product is: [F:44][C:20]([C:13]1[CH:14]=[CH:15][C:16]2[C:17]3[N:18]=[CH:19][C:7]([C:6]4[N:2]([CH3:1])[N:3]=[N:4][C:5]=4[CH3:37])=[CH:8][C:9]=3[N:10]([C@@H:24]([CH:25]3[CH2:26][CH2:27][O:28][CH2:29][CH2:30]3)[C:31]3[CH:32]=[CH:33][CH:34]=[CH:35][CH:36]=3)[C:11]=2[CH:12]=1)([CH3:21])[CH3:22].